From a dataset of Forward reaction prediction with 1.9M reactions from USPTO patents (1976-2016). Predict the product of the given reaction. (1) Given the reactants [C:1]([O:5][C:6]([N:8]1[CH2:13][C@@H:12]([N:14]([C:19]([C:21]2[N:25]([CH2:26][CH2:27][CH2:28][CH2:29][O:30][CH3:31])[C:24]3[CH:32]=[CH:33][C:34]([F:36])=[CH:35][C:23]=3[N:22]=2)=[O:20])[CH2:15][CH:16]([CH3:18])[CH3:17])[CH2:11][C@@H:10]([C:37](O)=[O:38])[CH2:9]1)=[O:7])([CH3:4])([CH3:3])[CH3:2].[NH4+:40].N1(O)C2C=CC=CC=2N=N1.CCN=C=NCCCN(C)C.Cl.C(N(C(C)C)CC)(C)C, predict the reaction product. The product is: [C:37]([C@@H:10]1[CH2:11][C@H:12]([N:14]([C:19]([C:21]2[N:25]([CH2:26][CH2:27][CH2:28][CH2:29][O:30][CH3:31])[C:24]3[CH:32]=[CH:33][C:34]([F:36])=[CH:35][C:23]=3[N:22]=2)=[O:20])[CH2:15][CH:16]([CH3:17])[CH3:18])[CH2:13][N:8]([C:6]([O:5][C:1]([CH3:3])([CH3:2])[CH3:4])=[O:7])[CH2:9]1)(=[O:38])[NH2:40]. (2) Given the reactants [C:1]([N:8]([CH2:10][C:11]([OH:13])=O)[CH3:9])([O:3][C:4]([CH3:7])([CH3:6])[CH3:5])=[O:2].CCN(C(C)C)C(C)C.CN(C(ON1N=NC2C=CC=NC1=2)=[N+](C)C)C.F[P-](F)(F)(F)(F)F.[F:47][C:48]([F:57])([F:56])[C:49]1[CH:50]=[C:51]([CH:53]=[CH:54][CH:55]=1)[NH2:52], predict the reaction product. The product is: [C:4]([O:3][C:1](=[O:2])[N:8]([CH3:9])[CH2:10][C:11](=[O:13])[NH:52][C:51]1[CH:53]=[CH:54][CH:55]=[C:49]([C:48]([F:47])([F:56])[F:57])[CH:50]=1)([CH3:5])([CH3:6])[CH3:7]. (3) Given the reactants [CH3:1][C:2]1[CH:6]=[C:5]([NH:7][C:8]([C:10]2[CH:11]=[C:12]([C@@H:16]3[CH2:18][C@H:17]3[NH:19]C(=O)OC(C)(C)C)[CH:13]=[CH:14][CH:15]=2)=[O:9])[O:4][N:3]=1.[ClH:27].C(OCC)(=O)C, predict the reaction product. The product is: [ClH:27].[ClH:27].[NH2:19][C@@H:17]1[CH2:18][C@H:16]1[C:12]1[CH:11]=[C:10]([CH:15]=[CH:14][CH:13]=1)[C:8]([NH:7][C:5]1[O:4][N:3]=[C:2]([CH3:1])[CH:6]=1)=[O:9]. (4) Given the reactants [CH2:1]([O:3][C:4](=[O:16])[CH2:5][CH:6]1[C:10]2[CH:11]=[CH:12][C:13]([OH:15])=[CH:14][C:9]=2[S:8][CH2:7]1)[CH3:2].[Cl:17][C:18]1[CH:25]=[C:24]([Cl:26])[CH:23]=[CH:22][C:19]=1[CH2:20]Cl.C([O-])([O-])=O.[K+].[K+], predict the reaction product. The product is: [CH2:1]([O:3][C:4](=[O:16])[CH2:5][CH:6]1[C:10]2[CH:11]=[CH:12][C:13]([O:15][CH2:20][C:19]3[CH:22]=[CH:23][C:24]([Cl:26])=[CH:25][C:18]=3[Cl:17])=[CH:14][C:9]=2[S:8][CH2:7]1)[CH3:2]. (5) Given the reactants [CH3:1][C:2]([CH3:8])([CH2:6][CH3:7])[CH2:3][CH:4]=[CH2:5].C1C=C(Cl)C=C(C(OO)=[O:17])C=1, predict the reaction product. The product is: [CH3:1][C:2]([CH3:8])([CH2:6][CH3:7])[CH2:3][CH:4]1[CH2:5][O:17]1. (6) Given the reactants [NH:1]1[C:9]2[C:4](=[CH:5][CH:6]=[CH:7][CH:8]=2)[C:3](/[CH:10]=[CH:11]/[C:12]2[CH:20]=[CH:19][CH:18]=[CH:17][C:13]=2[C:14]([OH:16])=O)=[N:2]1.CN1CCOCC1.[NH2:28][CH2:29][C:30]1[S:31][CH:32]=[CH:33][CH:34]=1.C(Cl)CCl, predict the reaction product. The product is: [NH:1]1[C:9]2[C:4](=[CH:5][CH:6]=[CH:7][CH:8]=2)[C:3](/[CH:10]=[CH:11]/[C:12]2[CH:20]=[CH:19][CH:18]=[CH:17][C:13]=2[C:14]([NH:28][CH2:29][C:30]2[S:31][CH:32]=[CH:33][CH:34]=2)=[O:16])=[N:2]1. (7) The product is: [OH:43][CH2:42][C@H:41]([CH3:44])[CH2:40][CH2:39][NH:38][C:34]([CH:16]1[CH:15]([C:11]2[CH:12]=[CH:13][CH:14]=[C:9]([Cl:8])[C:10]=2[F:37])[C:19]([C:22]2[CH:27]=[CH:26][C:25]([Cl:28])=[CH:24][CH:23]=2)([C:20]#[N:21])[CH:18]([CH2:29][C:30]([CH3:31])([CH3:32])[CH3:33])[NH:17]1)=[O:36]. Given the reactants FC(F)(F)C(O)=O.[Cl:8][C:9]1[C:10]([F:37])=[C:11]([CH:15]2[C:19]([C:22]3[CH:27]=[CH:26][C:25]([Cl:28])=[CH:24][CH:23]=3)([C:20]#[N:21])[CH:18]([CH2:29][C:30]([CH3:33])([CH3:32])[CH3:31])[NH:17][CH:16]2[C:34]([OH:36])=O)[CH:12]=[CH:13][CH:14]=1.[NH2:38][CH2:39][CH2:40][C@@H:41]([CH3:44])[CH2:42][OH:43].CN(C(ON1N=NC2C=CC=NC1=2)=[N+](C)C)C.F[P-](F)(F)(F)(F)F.CCN(C(C)C)C(C)C, predict the reaction product. (8) The product is: [O:25]=[C:19]1[CH:18]([N:12]2[CH2:11][C:10]3[C:14](=[CH:15][CH:16]=[C:8]([CH2:7][NH:6][C:26](=[O:33])[C:27]4[CH:32]=[CH:31][CH:30]=[CH:29][CH:28]=4)[CH:9]=3)[C:13]2=[O:17])[CH2:23][CH2:22][C:21](=[O:24])[NH:20]1. Given the reactants CS(O)(=O)=O.[NH2:6][CH2:7][C:8]1[CH:9]=[C:10]2[C:14](=[CH:15][CH:16]=1)[C:13](=[O:17])[N:12]([CH:18]1[CH2:23][CH2:22][C:21](=[O:24])[NH:20][C:19]1=[O:25])[CH2:11]2.[C:26](Cl)(=[O:33])[C:27]1[CH:32]=[CH:31][CH:30]=[CH:29][CH:28]=1.C(N(CC)CC)C.Cl, predict the reaction product. (9) Given the reactants Cl.Cl.[NH2:3][CH2:4][C:5]1([CH2:11][N:12]2[CH2:17][CH2:16][N:15]([C:18](=[O:49])[CH2:19][C:20]3[NH:21][C:22]([CH2:42][CH2:43][C:44]4[S:45][CH:46]=[CH:47][N:48]=4)=[C:23]([C:38]([O:40][CH3:41])=[O:39])[CH:24]([C:30]4[C:35]([Cl:36])=[CH:34][CH:33]=[CH:32][C:31]=4[Cl:37])[C:25]=3[C:26]([O:28][CH3:29])=[O:27])[CH2:14][CH2:13]2)[CH2:10][CH2:9][CH2:8][CH2:7][CH2:6]1.[C:50](OC(=O)C)(=[O:52])[CH3:51].C(N(CC)CC)C, predict the reaction product. The product is: [C:50]([NH:3][CH2:4][C:5]1([CH2:11][N:12]2[CH2:17][CH2:16][N:15]([C:18](=[O:49])[CH2:19][C:20]3[NH:21][C:22]([CH2:42][CH2:43][C:44]4[S:45][CH:46]=[CH:47][N:48]=4)=[C:23]([C:38]([O:40][CH3:41])=[O:39])[CH:24]([C:30]4[C:31]([Cl:37])=[CH:32][CH:33]=[CH:34][C:35]=4[Cl:36])[C:25]=3[C:26]([O:28][CH3:29])=[O:27])[CH2:14][CH2:13]2)[CH2:6][CH2:7][CH2:8][CH2:9][CH2:10]1)(=[O:52])[CH3:51]. (10) Given the reactants Cl[CH2:2][O:3][C:4](=[O:31])[N:5]([C:28](=[O:30])[CH3:29])[CH2:6][C@@H:7]1[O:11][C:10](=[O:12])[N:9]([C:13]2[CH:18]=[CH:17][C:16]([CH:19]3[CH2:24][CH2:23][S:22](=[O:26])(=[O:25])[CH2:21][CH2:20]3)=[C:15]([F:27])[CH:14]=2)[CH2:8]1.[C:32]1([C@H:38]([CH3:42])[C:39]([O-:41])=[O:40])[CH:37]=[CH:36][CH:35]=[CH:34][CH:33]=1.[Cs+].[I-].[Na+].O, predict the reaction product. The product is: [C:28]([N:5]([CH2:6][C@@H:7]1[O:11][C:10](=[O:12])[N:9]([C:13]2[CH:18]=[CH:17][C:16]([CH:19]3[CH2:24][CH2:23][S:22](=[O:26])(=[O:25])[CH2:21][CH2:20]3)=[C:15]([F:27])[CH:14]=2)[CH2:8]1)[C:4]([O:3][CH2:2][O:41][C:39](=[O:40])[C@H:38]([C:32]1[CH:37]=[CH:36][CH:35]=[CH:34][CH:33]=1)[CH3:42])=[O:31])(=[O:30])[CH3:29].